From a dataset of Forward reaction prediction with 1.9M reactions from USPTO patents (1976-2016). Predict the product of the given reaction. (1) The product is: [C:29]([C:2]1[CH:11]=[CH:10][CH:9]=[C:8]2[C:3]=1[C:4](=[O:28])[N:5]([C:23]1[CH:27]=[CH:26][NH:25][N:24]=1)[C:6]([C@@H:12]([NH:15][C:16](=[O:22])[O:17][C:18]([CH3:21])([CH3:20])[CH3:19])[CH2:13][CH3:14])=[N:7]2)#[N:30]. Given the reactants Br[C:2]1[CH:11]=[CH:10][CH:9]=[C:8]2[C:3]=1[C:4](=[O:28])[N:5]([C:23]1[CH:27]=[CH:26][NH:25][N:24]=1)[C:6]([C@@H:12]([NH:15][C:16](=[O:22])[O:17][C:18]([CH3:21])([CH3:20])[CH3:19])[CH2:13][CH3:14])=[N:7]2.[CH3:29][N:30]1C(=O)CCC1, predict the reaction product. (2) Given the reactants CS([C:5]1[N:10]=[C:9]([O:11][CH2:12][C:13]2[CH:18]=[CH:17][C:16]([F:19])=[C:15]([F:20])[CH:14]=2)[C:8]([C:21]2[CH:26]=[CH:25][C:24]([Cl:27])=[CH:23][CH:22]=2)=[C:7]([C:28]2[CH:33]=[CH:32][C:31]([Cl:34])=[CH:30][C:29]=2[Cl:35])[N:6]=1)(=O)=O.[NH:36]1[CH2:40][CH2:39][CH2:38][CH2:37]1, predict the reaction product. The product is: [N:36]1([C:5]2[N:10]=[C:9]([O:11][CH2:12][C:13]3[CH:18]=[CH:17][C:16]([F:19])=[C:15]([F:20])[CH:14]=3)[C:8]([C:21]3[CH:26]=[CH:25][C:24]([Cl:27])=[CH:23][CH:22]=3)=[C:7]([C:28]3[CH:33]=[CH:32][C:31]([Cl:34])=[CH:30][C:29]=3[Cl:35])[N:6]=2)[CH2:40][CH2:39][CH2:38][CH2:37]1. (3) Given the reactants C(NC(C)C)(C)C.[Li]CCCC.[Cl:13][C:14]1[N:22]=[CH:21][N:20]=[C:19]2[C:15]=1[N:16]=[CH:17][N:18]2[CH2:23][CH3:24].[I:25]I, predict the reaction product. The product is: [Cl:13][C:14]1[N:22]=[CH:21][N:20]=[C:19]2[C:15]=1[N:16]=[C:17]([I:25])[N:18]2[CH2:23][CH3:24]. (4) Given the reactants [CH:1]1[CH:9]=[CH:8][CH:7]=[C:6]2[C:2]=1[CH:3]=[C:4]1[CH2:13][CH2:12][CH:11]([NH2:14])[CH2:10][N:5]12.[F:15][C:16]1[CH:21]=[CH:20][C:19]([S:22](Cl)(=[O:24])=[O:23])=[CH:18][CH:17]=1.C(N(CC)CC)C.C([O-])(O)=O.[Na+], predict the reaction product. The product is: [F:15][C:16]1[CH:21]=[CH:20][C:19]([S:22]([NH:14][CH:11]2[CH2:10][N:5]3[C:6]4[C:2]([CH:3]=[C:4]3[CH2:13][CH2:12]2)=[CH:1][CH:9]=[CH:8][CH:7]=4)(=[O:24])=[O:23])=[CH:18][CH:17]=1.